Dataset: Reaction yield outcomes from USPTO patents with 853,638 reactions. Task: Predict the reaction yield, written as a fraction of the theoretical maximum amount of product (1.0 means a 100% yield; for example, 0.34 means a 34% yield). (1) The reactants are C(OC([NH:8][C:9]([NH:11][C:12](=[O:36])[CH2:13][C:14]1[CH:18]=[C:17]([C:19](=[O:28])[C:20]2[CH:25]=[CH:24][C:23]([O:26][CH3:27])=[CH:22][CH:21]=2)[S:16][C:15]=1[C:29]1[CH:34]=[CH:33][C:32]([Cl:35])=[CH:31][CH:30]=1)=[NH:10])=O)(C)(C)C.FC(F)(F)C(O)=O.Cl. The catalyst is ClCCl.O1CCOCC1. The product is [ClH:35].[C:9]([NH:11][C:12](=[O:36])[CH2:13][C:14]1[CH:18]=[C:17]([C:19](=[O:28])[C:20]2[CH:21]=[CH:22][C:23]([O:26][CH3:27])=[CH:24][CH:25]=2)[S:16][C:15]=1[C:29]1[CH:30]=[CH:31][C:32]([Cl:35])=[CH:33][CH:34]=1)(=[NH:8])[NH2:10]. The yield is 0.990. (2) The reactants are [CH2:1]([O:3][C:4]([C:6]([C:17](=O)[CH2:18][CH2:19][C:20]1[CH:25]=[CH:24][C:23]([F:26])=[CH:22][CH:21]=1)=[CH:7][C:8]1[CH:16]=[CH:15][C:11]([C:12]([OH:14])=[O:13])=[CH:10][CH:9]=1)=[O:5])[CH3:2].CC[O-].[Na+].Cl.[NH2:33][C:34]1[N:38]2[CH2:39][CH2:40][CH2:41][N:37]2[C:36](=[O:42])[CH:35]=1. The catalyst is CCO. The product is [CH2:1]([O:3][C:4]([C:6]1[CH:7]([C:8]2[CH:16]=[CH:15][C:11]([C:12]([OH:14])=[O:13])=[CH:10][CH:9]=2)[C:35]2[C:36](=[O:42])[N:37]3[CH2:41][CH2:40][CH2:39][N:38]3[C:34]=2[NH:33][C:17]=1[CH2:18][CH2:19][C:20]1[CH:25]=[CH:24][C:23]([F:26])=[CH:22][CH:21]=1)=[O:5])[CH3:2]. The yield is 0.410. (3) The reactants are C(N(CC)CC)C.Cl.[CH3:9][N:10]1[CH2:15][CH2:14][N:13]([C:16]2[CH:21]=[C:20]([C:22]3[CH:31]=[C:30]4[C:25]([CH2:26][CH2:27][NH:28][CH2:29]4)=[CH:24][CH:23]=3)[N:19]=[C:18]([NH2:32])[N:17]=2)[CH2:12][CH2:11]1.[C:33]([O:37][C:38]([N:40]1[CH2:45][CH2:44][CH:43]([CH2:46][C:47](O)=[O:48])[CH2:42][CH2:41]1)=[O:39])(C)([CH3:35])[CH3:34].F[P-](F)(F)(F)(F)F.N1(O[P+](N(C)C)(N(C)C)N(C)C)C2C=CC=CC=2N=N1. The catalyst is CN(C)C=O.O. The product is [NH2:32][C:18]1[N:19]=[C:20]([C:22]2[CH:31]=[C:30]3[C:25]([CH2:26][CH2:27][N:28]([C:47](=[O:48])[CH2:46][CH:43]4[CH2:44][CH2:45][N:40]([C:38]([O:37][CH:33]([CH3:34])[CH3:35])=[O:39])[CH2:41][CH2:42]4)[CH2:29]3)=[CH:24][CH:23]=2)[CH:21]=[C:16]([N:13]2[CH2:12][CH2:11][N:10]([CH3:9])[CH2:15][CH2:14]2)[N:17]=1. The yield is 0.790. (4) The reactants are Br[C:2]1[C:10]2[N:9]=[C:8]([CH3:11])[N:7]([CH2:12][C:13]3[CH:18]=[CH:17][CH:16]=[C:15]([C:19]([F:22])([F:21])[F:20])[C:14]=3[CH3:23])[C:6]=2[CH:5]=[C:4]([N:24]2[CH2:29][CH2:28][O:27][CH2:26][CH2:25]2)[CH:3]=1.[O:30]1[CH:34]=[CH:33][C:32](B(O)O)=[CH:31]1.C(=O)([O-])[O-].[Na+].[Na+].C(O)(C(F)(F)F)=O. The catalyst is COCCOC.O.C1C=CC(P(C2C=CC=CC=2)[C-]2C=CC=C2)=CC=1.C1C=CC(P(C2C=CC=CC=2)[C-]2C=CC=C2)=CC=1.Cl[Pd]Cl.[Fe+2].C(Cl)Cl.C(#N)C. The product is [O:30]1[CH:34]=[CH:33][C:32]([C:2]2[C:10]3[N:9]=[C:8]([CH3:11])[N:7]([CH2:12][C:13]4[CH:18]=[CH:17][CH:16]=[C:15]([C:19]([F:22])([F:21])[F:20])[C:14]=4[CH3:23])[C:6]=3[CH:5]=[C:4]([N:24]3[CH2:25][CH2:26][O:27][CH2:28][CH2:29]3)[CH:3]=2)=[CH:31]1. The yield is 0.141. (5) The reactants are [CH3:1][C:2]1[CH:11]=[CH:10][C:9]([N:12]2[CH2:17][CH2:16][N:15]([CH3:18])[CH2:14][CH2:13]2)=[C:8]2[C:3]=1[CH2:4][CH2:5][C@@H:6]([NH:19][C:20](=[O:33])[C:21]1[CH:26]=[CH:25][C:24]([N:27]3[CH2:32][CH2:31][O:30][CH2:29][CH2:28]3)=[CH:23][CH:22]=1)[CH2:7]2.[C:34]([OH:41])(=[O:40])[CH2:35][CH2:36][C:37]([OH:39])=[O:38].C(OCC)C. The catalyst is O1CCCC1. The product is [C:34]([OH:41])(=[O:40])[CH2:35][CH2:36][C:37]([OH:39])=[O:38].[CH3:1][C:2]1[CH:11]=[CH:10][C:9]([N:12]2[CH2:17][CH2:16][N:15]([CH3:18])[CH2:14][CH2:13]2)=[C:8]2[C:3]=1[CH2:4][CH2:5][C@@H:6]([NH:19][C:20](=[O:33])[C:21]1[CH:26]=[CH:25][C:24]([N:27]3[CH2:32][CH2:31][O:30][CH2:29][CH2:28]3)=[CH:23][CH:22]=1)[CH2:7]2. The yield is 0.340.